Dataset: Forward reaction prediction with 1.9M reactions from USPTO patents (1976-2016). Task: Predict the product of the given reaction. (1) Given the reactants [N:1]1[C:10]2[CH:9]([NH:11][CH2:12][CH2:13][CH2:14][CH2:15][NH:16]C(=O)OC(C)(C)C)[CH2:8][CH2:7][CH2:6][C:5]=2[CH:4]=[CH:3][CH:2]=1.[F:24][C:25]([F:38])([F:37])[C:26]1[CH:27]=[CH:28][C:29]2[N:30]([CH:32]=[C:33]([CH:35]=O)[N:34]=2)[CH:31]=1, predict the reaction product. The product is: [N:1]1[C:10]2[CH:9]([N:11]([CH2:35][C:33]3[N:34]=[C:29]4[CH:28]=[CH:27][C:26]([C:25]([F:38])([F:24])[F:37])=[CH:31][N:30]4[CH:32]=3)[CH2:12][CH2:13][CH2:14][CH2:15][NH2:16])[CH2:8][CH2:7][CH2:6][C:5]=2[CH:4]=[CH:3][CH:2]=1. (2) Given the reactants [I:1][C:2]1[N:6]([CH3:7])[N:5]=[CH:4][CH:3]=1.P(Cl)(Cl)(Cl)=O.CN(C)[CH:15]=[O:16], predict the reaction product. The product is: [I:1][C:2]1[N:6]([CH3:7])[N:5]=[CH:4][C:3]=1[CH:15]=[O:16]. (3) Given the reactants [CH3:1][C:2]1[CH:3]=[CH:4][C:5]([N+:26]([O-])=O)=[C:6]([NH:8][CH:9]2[CH2:14][CH2:13][N:12]([C@H:15]3[CH2:20][CH2:19][C@H:18]([O:21][CH:22]4[CH2:25][CH2:24][CH2:23]4)[CH2:17][CH2:16]3)[CH2:11][CH2:10]2)[CH:7]=1.O.NN, predict the reaction product. The product is: [CH3:1][C:2]1[CH:7]=[C:6]([NH:8][CH:9]2[CH2:14][CH2:13][N:12]([C@H:15]3[CH2:16][CH2:17][C@H:18]([O:21][CH:22]4[CH2:25][CH2:24][CH2:23]4)[CH2:19][CH2:20]3)[CH2:11][CH2:10]2)[C:5]([NH2:26])=[CH:4][CH:3]=1. (4) Given the reactants Cl[C:2]1[N:7]=[C:6]([NH2:8])[N:5]=[C:4]([NH:9][C:10]2[CH:15]=[CH:14][C:13]([O:16][C:17]3[CH:22]=[CH:21][N:20]=[C:19]4[NH:23][CH:24]=[CH:25][C:18]=34)=[C:12]([F:26])[CH:11]=2)[CH:3]=1.C(N(C(C)C)C(C)C)C.[NH:36]1[CH2:41][CH2:40][O:39][CH2:38][CH2:37]1.CN(C=O)C, predict the reaction product. The product is: [F:26][C:12]1[CH:11]=[C:10]([NH:9][C:4]2[CH:3]=[C:2]([N:36]3[CH2:41][CH2:40][O:39][CH2:38][CH2:37]3)[N:7]=[C:6]([NH2:8])[N:5]=2)[CH:15]=[CH:14][C:13]=1[O:16][C:17]1[CH:22]=[CH:21][N:20]=[C:19]2[NH:23][CH:24]=[CH:25][C:18]=12. (5) Given the reactants [O:1]=[C:2]1[N:6]([C:7]2[CH:12]=[CH:11][C:10]([C:13]3[CH2:14][N:15]([C:19](=[O:25])[CH2:20][O:21]C(=O)C)[CH2:16][CH2:17][CH:18]=3)=[C:9]([F:26])[CH:8]=2)[CH2:5][C@H:4]([CH2:27][NH:28][C:29](=[O:31])[CH3:30])[O:3]1.C(=O)([O-])[O-].[K+].[K+].Cl, predict the reaction product. The product is: [OH:21][CH2:20][C:19]([N:15]1[CH2:16][CH2:17][CH:18]=[C:13]([C:10]2[CH:11]=[CH:12][C:7]([N:6]3[CH2:5][C@H:4]([CH2:27][NH:28][C:29](=[O:31])[CH3:30])[O:3][C:2]3=[O:1])=[CH:8][C:9]=2[F:26])[CH2:14]1)=[O:25]. (6) Given the reactants [CH3:1][O:2][C:3]1[CH:8]=[CH:7][C:6]([NH2:9])=[CH:5][CH:4]=1.C([O:12][C:13](=O)[CH2:14][C:15]([CH3:17])=O)C.[OH-].[Na+], predict the reaction product. The product is: [CH3:1][O:2][C:3]1[CH:8]=[C:7]2[C:6](=[CH:5][CH:4]=1)[N:9]=[C:15]([CH3:17])[CH:14]=[C:13]2[OH:12]. (7) Given the reactants Br[C:2]1[CH:7]=[C:6]([CH:8]2[O:12][CH2:11][CH2:10][O:9]2)[C:5]([N:13]2[CH2:18][C@H:17]([CH3:19])[O:16][C@H:15]([CH3:20])[CH2:14]2)=[C:4]([F:21])[C:3]=1[F:22].CN(C)CCN(C)C.C([Li])(C)(C)C.CN(C)[CH:38]=[O:39], predict the reaction product. The product is: [CH3:19][C@@H:17]1[CH2:18][N:13]([C:5]2[C:6]([CH:8]3[O:12][CH2:11][CH2:10][O:9]3)=[CH:7][C:2]([CH:38]=[O:39])=[C:3]([F:22])[C:4]=2[F:21])[CH2:14][C@H:15]([CH3:20])[O:16]1. (8) Given the reactants [CH2:1]([C:3]([NH:8][C:9]([NH:11]C(=O)C1C=CC=CC=1)=[S:10])([CH2:6][OH:7])[CH2:4][CH3:5])[CH3:2].[Li+].[OH-], predict the reaction product. The product is: [CH2:1]([C:3]([NH:8][C:9]([NH2:11])=[S:10])([CH2:6][OH:7])[CH2:4][CH3:5])[CH3:2].